This data is from NCI-60 drug combinations with 297,098 pairs across 59 cell lines. The task is: Regression. Given two drug SMILES strings and cell line genomic features, predict the synergy score measuring deviation from expected non-interaction effect. Drug 1: CCCS(=O)(=O)NC1=C(C(=C(C=C1)F)C(=O)C2=CNC3=C2C=C(C=N3)C4=CC=C(C=C4)Cl)F. Drug 2: COC1=NC(=NC2=C1N=CN2C3C(C(C(O3)CO)O)O)N. Cell line: 786-0. Synergy scores: CSS=4.87, Synergy_ZIP=-1.55, Synergy_Bliss=-0.627, Synergy_Loewe=0.327, Synergy_HSA=0.333.